This data is from Forward reaction prediction with 1.9M reactions from USPTO patents (1976-2016). The task is: Predict the product of the given reaction. (1) The product is: [F:1][C:2]1[CH:9]=[C:8]([F:10])[C:7]([C:11]2[CH:16]=[N:15][CH:14]=[N:13][CH:12]=2)=[CH:6][C:3]=1[CH:4]([OH:5])[CH3:17]. Given the reactants [F:1][C:2]1[CH:9]=[C:8]([F:10])[C:7]([C:11]2[CH:12]=[N:13][CH:14]=[N:15][CH:16]=2)=[CH:6][C:3]=1[CH:4]=[O:5].[CH3:17][Mg+].[Br-].[Cl-].[NH4+], predict the reaction product. (2) Given the reactants Br[C:2]1[N:10]([CH2:11][C@H:12]2[CH2:17][CH2:16][C@H:15]([CH3:18])[CH2:14][CH2:13]2)[C:9]2[C:4](=[N:5][C:6]([C:26]#[N:27])=[N:7][C:8]=2[NH:19][C@@H:20]([CH:22]2[CH2:25][CH2:24][CH2:23]2)[CH3:21])[N:3]=1.CC1(C)C(C)(C)OB([C:36]([C:38]2[CH:43]=[CH:42][CH:41]=[CH:40][CH:39]=2)=[CH2:37])O1.P([O-])([O-])([O-])=O.[K+].[K+].[K+], predict the reaction product. The product is: [CH:22]1([C@H:20]([NH:19][C:8]2[N:7]=[C:6]([C:26]#[N:27])[N:5]=[C:4]3[C:9]=2[N:10]([CH2:11][C@H:12]2[CH2:17][CH2:16][C@H:15]([CH3:18])[CH2:14][CH2:13]2)[C:2]([C:36]([C:38]2[CH:43]=[CH:42][CH:41]=[CH:40][CH:39]=2)=[CH2:37])=[N:3]3)[CH3:21])[CH2:23][CH2:24][CH2:25]1.